This data is from NCI-60 drug combinations with 297,098 pairs across 59 cell lines. The task is: Regression. Given two drug SMILES strings and cell line genomic features, predict the synergy score measuring deviation from expected non-interaction effect. Drug 1: C1=CC(=C2C(=C1NCCNCCO)C(=O)C3=C(C=CC(=C3C2=O)O)O)NCCNCCO. Drug 2: C1=CC(=CC=C1CCCC(=O)O)N(CCCl)CCCl. Cell line: DU-145. Synergy scores: CSS=73.0, Synergy_ZIP=-9.89, Synergy_Bliss=-8.45, Synergy_Loewe=-9.45, Synergy_HSA=-5.53.